This data is from Forward reaction prediction with 1.9M reactions from USPTO patents (1976-2016). The task is: Predict the product of the given reaction. (1) Given the reactants C[O:2][C:3]1[CH:4]=[CH:5][C:6]2[O:10][C:9]([C:11]3[CH:12]=[CH:13][C:14]([C:17]([NH2:19])=[O:18])=[N:15][CH:16]=3)=[CH:8][C:7]=2[CH:20]=1.C(Cl)Cl.B(Br)(Br)Br.C([O-])(O)=O.[Na+], predict the reaction product. The product is: [OH:2][C:3]1[CH:4]=[CH:5][C:6]2[O:10][C:9]([C:11]3[CH:12]=[CH:13][C:14]([C:17]([NH2:19])=[O:18])=[N:15][CH:16]=3)=[CH:8][C:7]=2[CH:20]=1. (2) Given the reactants C(OC([N:8]1[CH2:13][CH2:12][C:11]([CH2:21][NH:22][S:23]([C:26]2[CH:31]=[CH:30][C:29]([F:32])=[C:28]([Cl:33])[CH:27]=2)(=[O:25])=[O:24])([C:14]2[CH:19]=[CH:18][C:17]([I:20])=[CH:16][CH:15]=2)[CH2:10][CH2:9]1)=O)(C)(C)C.C(O)(C(F)(F)F)=O, predict the reaction product. The product is: [Cl:33][C:28]1[CH:27]=[C:26]([S:23]([NH:22][CH2:21][C:11]2([C:14]3[CH:15]=[CH:16][C:17]([I:20])=[CH:18][CH:19]=3)[CH2:10][CH2:9][NH:8][CH2:13][CH2:12]2)(=[O:25])=[O:24])[CH:31]=[CH:30][C:29]=1[F:32]. (3) Given the reactants COC1C=CC(C([O:20][CH2:21][C@H:22]2[S:26][C@@H:25]([N:27]3[CH:34]=[CH:33][C:31](=[O:32])[NH:30][C:28]3=[O:29])[C@:24]([C:36](=[O:38])[CH3:37])([OH:35])[C@@H:23]2[O:39][C:40](=[O:42])[CH3:41])(C2C=CC=CC=2)C2C=CC=CC=2)=CC=1.C(=O)([O-])O.[Na+], predict the reaction product. The product is: [C:36]([C@@:24]1([OH:35])[C@H:23]([O:39][C:40](=[O:42])[CH3:41])[C@@H:22]([CH2:21][OH:20])[S:26][C@H:25]1[N:27]1[CH:34]=[CH:33][C:31](=[O:32])[NH:30][C:28]1=[O:29])(=[O:38])[CH3:37]. (4) Given the reactants Cl.Cl.[NH2:3][CH2:4][CH2:5][C:6]1[CH:38]=[CH:37][C:9]([O:10][C:11]2[CH:12]=[CH:13][C:14]3[N:18]=[C:17]([CH2:19][O:20][C:21]4[CH:34]=[CH:33][C:24]([CH2:25][CH:26]5[S:30][C:29](=[O:31])[NH:28][C:27]5=[O:32])=[CH:23][CH:22]=4)[N:16]([CH3:35])[C:15]=3[CH:36]=2)=[CH:8][CH:7]=1.C(N(CC)CC)C.[F:46][C:47]1[CH:52]=[C:51]([F:53])[CH:50]=[CH:49][C:48]=1[N:54]=[C:55]=[O:56], predict the reaction product. The product is: [F:46][C:47]1[CH:52]=[C:51]([F:53])[CH:50]=[CH:49][C:48]=1[NH:54][C:55]([NH:3][CH2:4][CH2:5][C:6]1[CH:7]=[CH:8][C:9]([O:10][C:11]2[CH:12]=[CH:13][C:14]3[N:18]=[C:17]([CH2:19][O:20][C:21]4[CH:34]=[CH:33][C:24]([CH2:25][CH:26]5[S:30][C:29](=[O:31])[NH:28][C:27]5=[O:32])=[CH:23][CH:22]=4)[N:16]([CH3:35])[C:15]=3[CH:36]=2)=[CH:37][CH:38]=1)=[O:56].